Dataset: Peptide-MHC class I binding affinity with 185,985 pairs from IEDB/IMGT. Task: Regression. Given a peptide amino acid sequence and an MHC pseudo amino acid sequence, predict their binding affinity value. This is MHC class I binding data. (1) The peptide sequence is LKEKSSLRY. The MHC is HLA-B15:17 with pseudo-sequence HLA-B15:17. The binding affinity (normalized) is 0.0847. (2) The peptide sequence is RLKVFLPNP. The MHC is HLA-A02:01 with pseudo-sequence HLA-A02:01. The binding affinity (normalized) is 0.154. (3) The peptide sequence is YLINKHWQR. The MHC is HLA-A11:01 with pseudo-sequence HLA-A11:01. The binding affinity (normalized) is 0.398. (4) The peptide sequence is KAKWLTPFEK. The MHC is HLA-A31:01 with pseudo-sequence HLA-A31:01. The binding affinity (normalized) is 0.561. (5) The MHC is Mamu-A01 with pseudo-sequence Mamu-A01. The peptide sequence is RGPSCGSA. The binding affinity (normalized) is 0.146. (6) The peptide sequence is RIRSERPAF. The MHC is HLA-A02:06 with pseudo-sequence HLA-A02:06. The binding affinity (normalized) is 0.0847. (7) The peptide sequence is GVRFFFYTSK. The MHC is HLA-A33:01 with pseudo-sequence HLA-A33:01. The binding affinity (normalized) is 0.140.